From a dataset of NCI-60 drug combinations with 297,098 pairs across 59 cell lines. Regression. Given two drug SMILES strings and cell line genomic features, predict the synergy score measuring deviation from expected non-interaction effect. Drug 1: CC1=C(C(CCC1)(C)C)C=CC(=CC=CC(=CC(=O)O)C)C. Drug 2: C1CC(C1)(C(=O)O)C(=O)O.[NH2-].[NH2-].[Pt+2]. Cell line: MOLT-4. Synergy scores: CSS=59.4, Synergy_ZIP=-1.04, Synergy_Bliss=0.202, Synergy_Loewe=-2.63, Synergy_HSA=1.82.